Dataset: Full USPTO retrosynthesis dataset with 1.9M reactions from patents (1976-2016). Task: Predict the reactants needed to synthesize the given product. (1) The reactants are: [CH2:1]([O:8][C:9]1[CH:10]=[CH:11][C:12]([OH:19])=[C:13]([CH:18]=1)[C:14]([O:16]C)=O)[C:2]1[CH:7]=[CH:6][CH:5]=[CH:4][CH:3]=1.[NH2:20][C@@H:21]([CH2:24][C:25]1[CH:30]=[CH:29][CH:28]=[CH:27][CH:26]=1)[CH2:22][OH:23]. Given the product [OH:23][CH2:22][C@@H:21]([NH:20][C:14](=[O:16])[C:13]1[CH:18]=[C:9]([O:8][CH2:1][C:2]2[CH:3]=[CH:4][CH:5]=[CH:6][CH:7]=2)[CH:10]=[CH:11][C:12]=1[OH:19])[CH2:24][C:25]1[CH:26]=[CH:27][CH:28]=[CH:29][CH:30]=1, predict the reactants needed to synthesize it. (2) Given the product [OH:1][C:2]1[CH:7]=[CH:6][C:5]([CH2:8][Br:32])=[CH:4][C:3]=1[N:9]1[N:13]=[C:12]2[CH:14]=[CH:15][C:16]([O:18][CH3:19])=[CH:17][C:11]2=[N:10]1, predict the reactants needed to synthesize it. The reactants are: [OH:1][C:2]1[CH:7]=[CH:6][C:5]([CH3:8])=[CH:4][C:3]=1[N:9]1[N:13]=[C:12]2[CH:14]=[CH:15][C:16]([O:18][CH3:19])=[CH:17][C:11]2=[N:10]1.N(C(C)(C)C#N)=NC(C)(C)C#N.[Br:32]Br. (3) Given the product [C:16]([O:15][C:13](=[O:14])[CH2:12][N:4]1[CH2:5][CH2:6][CH2:7][N:2]([CH3:1])[C:3]1=[O:8])([CH3:19])([CH3:18])[CH3:17], predict the reactants needed to synthesize it. The reactants are: [CH3:1][N:2]1[CH2:7][CH2:6][CH2:5][NH:4][C:3]1=[O:8].[H-].[Na+].Br[CH2:12][C:13]([O:15][C:16]([CH3:19])([CH3:18])[CH3:17])=[O:14]. (4) Given the product [F:22][C:23]1[CH:24]=[C:25]([CH2:29][CH2:30][N:31]2[C:2](=[O:7])[C:3]3[C:4](=[CH:18][CH:19]=[CH:20][CH:21]=3)[N:5]=[C:6]2[C:8]2[CH:13]=[CH:12][CH:11]=[CH:10][C:9]=2[OH:14])[CH:26]=[CH:27][CH:28]=1, predict the reactants needed to synthesize it. The reactants are: O=[C:2]1[O:7][C:6]([C:8]2[CH:13]=[CH:12][CH:11]=[CH:10][C:9]=2[O:14]C(=O)C)=[N:5][C:4]2[CH:18]=[CH:19][CH:20]=[CH:21][C:3]1=2.[F:22][C:23]1[CH:24]=[C:25]([CH2:29][CH2:30][NH2:31])[CH:26]=[CH:27][CH:28]=1. (5) Given the product [CH2:1]([C:8]1[C:9](=[O:14])[NH:10][N:11]=[CH:12][CH:13]=1)[C:2]1[CH:3]=[CH:4][CH:5]=[CH:6][CH:7]=1, predict the reactants needed to synthesize it. The reactants are: [CH2:1]([CH:8]1[CH:13]=[CH:12][NH:11][NH:10][C:9]1=[O:14])[C:2]1[CH:7]=[CH:6][CH:5]=[CH:4][CH:3]=1.[Se](=O)=O.O.